The task is: Predict the product of the given reaction.. This data is from Forward reaction prediction with 1.9M reactions from USPTO patents (1976-2016). (1) Given the reactants C([O:3][C:4]([C:6]1[C:7]([C:11]2[CH:16]=[CH:15][C:14]([O:17][CH2:18][C:19]3[CH:24]=[CH:23][C:22]([F:25])=[CH:21][CH:20]=3)=[CH:13][CH:12]=2)=[N:8][O:9][CH:10]=1)=[O:5])C.[OH-].[Na+].Cl, predict the reaction product. The product is: [F:25][C:22]1[CH:21]=[CH:20][C:19]([CH2:18][O:17][C:14]2[CH:13]=[CH:12][C:11]([C:7]3[C:6]([C:4]([OH:5])=[O:3])=[CH:10][O:9][N:8]=3)=[CH:16][CH:15]=2)=[CH:24][CH:23]=1. (2) Given the reactants [CH2:1]([OH:3])[CH3:2].[NH:4]1[CH:8]=[CH:7][C:6]([C:9](O)=[O:10])=[CH:5]1.C1(N=C=NC2CCCCC2)CCCCC1, predict the reaction product. The product is: [CH2:1]([O:3][C:9]([C:6]1[CH:7]=[CH:8][NH:4][CH:5]=1)=[O:10])[CH3:2]. (3) Given the reactants [CH2:1]([O:3][C:4]1[C:12]2[C:11](=O)[N:10]([C:14]3[C:19]([F:20])=[CH:18][C:17]([CH2:21][C:22]([O:24][CH2:25][CH3:26])=[O:23])=[CH:16][C:15]=3[F:27])[CH:9]([OH:28])[C:8]=2[C:7]([O:29][CH2:30][CH3:31])=[C:6]2[CH:32]=[CH:33][CH:34]=[CH:35][C:5]=12)[CH3:2].C([SiH](CC)CC)C, predict the reaction product. The product is: [CH2:1]([O:3][C:4]1[C:12]2[CH2:11][N:10]([C:14]3[C:19]([F:20])=[CH:18][C:17]([CH2:21][C:22]([O:24][CH2:25][CH3:26])=[O:23])=[CH:16][C:15]=3[F:27])[C:9](=[O:28])[C:8]=2[C:7]([O:29][CH2:30][CH3:31])=[C:6]2[CH:32]=[CH:33][CH:34]=[CH:35][C:5]=12)[CH3:2].